This data is from Full USPTO retrosynthesis dataset with 1.9M reactions from patents (1976-2016). The task is: Predict the reactants needed to synthesize the given product. (1) Given the product [C:1]([C:6]1[CH:7]=[N:8][C:9]2[C:14]([CH:15]=1)=[CH:13][CH:12]=[CH:11][C:10]=2[Br:17])([O:3][CH2:4][CH3:5])=[O:2], predict the reactants needed to synthesize it. The reactants are: [C:1]([C:6]1[CH:7]=[N:8][C:9]2[C:14]([C:15]=1O)=[CH:13][CH:12]=[CH:11][C:10]=2[Br:17])([O:3][CH2:4][CH3:5])=[O:2].P(Cl)(Cl)(Cl)=O.C(O)(=O)C.C(OCC)(=O)C. (2) Given the product [CH3:1][N:2]1[CH2:7][CH2:6][N:5]([C:8]2[CH:13]=[CH:12][C:11]([NH2:14])=[N:10][CH:9]=2)[CH2:4][CH2:3]1, predict the reactants needed to synthesize it. The reactants are: [CH3:1][N:2]1[CH2:7][CH2:6][N:5]([C:8]2[CH:9]=[N:10][C:11]([N+:14]([O-])=O)=[CH:12][CH:13]=2)[CH2:4][CH2:3]1.